This data is from Reaction yield outcomes from USPTO patents with 853,638 reactions. The task is: Predict the reaction yield, written as a fraction of the theoretical maximum amount of product (1.0 means a 100% yield; for example, 0.34 means a 34% yield). (1) The reactants are [OH:1][CH2:2][CH:3]([C:5]1[CH:13]=[CH:12][C:8]([C:9]([O-:11])=[O:10])=[CH:7][CH:6]=1)[CH3:4].[C:14]1(O)[CH:19]=[CH:18][CH:17]=[CH:16][CH:15]=1.[C:21]1(P(C2C=CC=CC=2)C2C=CC=CC=2)C=CC=CC=1.N(C(OC(C)C)=O)=NC(OC(C)C)=O. The catalyst is O1CCCC1. The product is [O:1]([CH2:2][CH:3]([C:5]1[CH:13]=[CH:12][C:8]([C:9]([O:11][CH3:21])=[O:10])=[CH:7][CH:6]=1)[CH3:4])[C:14]1[CH:19]=[CH:18][CH:17]=[CH:16][CH:15]=1. The yield is 0.710. (2) The reactants are [C:1]([O:4][CH2:5][CH:6]([NH:12]C(OC(C)(C)C)=O)[CH2:7][O:8][C:9](=[O:11])[CH3:10])(=[O:3])[CH3:2].[F:20][C:21]([F:26])([F:25])[C:22]([OH:24])=[O:23]. No catalyst specified. The product is [F:20][C:21]([F:26])([F:25])[C:22]([O-:24])=[O:23].[C:9]([O:8][CH2:7][CH:6]([NH3+:12])[CH2:5][O:4][C:1](=[O:3])[CH3:2])(=[O:11])[CH3:10]. The yield is 1.00. (3) The reactants are [CH3:1][N:2]([CH3:39])[CH2:3][CH2:4][NH:5][C:6]1[CH:11]=[CH:10][CH:9]=[CH:8][C:7]=1[S:12][C:13]1[CH:14]=[CH:15][N:16]2[C:21]=1[C:20](=[O:22])[N:19]([C:23]1[CH:28]=[CH:27][CH:26]=[CH:25][CH:24]=1)[C:18]([C@@H:29]([NH:31]C(=O)OC(C)(C)C)[CH3:30])=[N:17]2.Cl.O1CCOCC1. No catalyst specified. The product is [NH2:31][C@H:29]([C:18]1[N:19]([C:23]2[CH:28]=[CH:27][CH:26]=[CH:25][CH:24]=2)[C:20](=[O:22])[C:21]2=[C:13]([S:12][C:7]3[CH:8]=[CH:9][CH:10]=[CH:11][C:6]=3[NH:5][CH2:4][CH2:3][N:2]([CH3:1])[CH3:39])[CH:14]=[CH:15][N:16]2[N:17]=1)[CH3:30]. The yield is 0.630. (4) The reactants are [NH2:1][C:2]1[C:10]([Br:11])=[CH:9][C:8]([Cl:12])=[CH:7][C:3]=1[C:4]([OH:6])=[O:5].[C:13](Cl)(Cl)=[O:14]. The catalyst is O1CCOCC1. The product is [Br:11][C:10]1[C:2]2[NH:1][C:13](=[O:14])[O:5][C:4](=[O:6])[C:3]=2[CH:7]=[C:8]([Cl:12])[CH:9]=1. The yield is 1.14.